From a dataset of Catalyst prediction with 721,799 reactions and 888 catalyst types from USPTO. Predict which catalyst facilitates the given reaction. (1) Reactant: [H-].[Na+].[CH2:3]([OH:7])[C:4]#[C:5][CH3:6].Cl[C:9]1[CH:14]=[C:13]([O:15][CH:16]([C:18]2([CH3:21])[CH2:20][CH2:19]2)[CH3:17])[N:12]=[CH:11][N:10]=1.[Cl-].[NH4+]. Product: [CH2:3]([O:7][C:9]1[CH:14]=[C:13]([O:15][CH:16]([C:18]2([CH3:21])[CH2:20][CH2:19]2)[CH3:17])[N:12]=[CH:11][N:10]=1)[C:4]#[C:5][CH3:6]. The catalyst class is: 7. (2) Reactant: Br[C:2]1[C:3](=[O:20])[N:4]([C:9]2[CH:10]=[C:11]([CH:16]=[CH:17][C:18]=2[CH3:19])[C:12]([O:14]C)=O)[CH:5]=[C:6](Br)[N:7]=1.[NH2:21][CH2:22][CH2:23][C:24]1[CH:29]=[CH:28][C:27]([OH:30])=[CH:26][CH:25]=1.Cl.ClCC[N:35]1[CH2:39][CH2:38][CH2:37]C1.C(=O)([O-])[O-].[Cs+].[Cs+].[CH2:46]([N:48]([CH2:51][CH3:52])[CH2:49][CH3:50])[CH3:47]. Product: [CH:39]1([NH:35][C:12](=[O:14])[C:11]2[CH:16]=[CH:17][C:18]([CH3:19])=[C:9]([N:4]3[CH:5]=[CH:6][N:7]=[C:2]([NH:21][CH2:22][CH2:23][C:24]4[CH:29]=[CH:28][C:27]([O:30][CH2:47][CH2:46][N:48]5[CH2:51][CH2:52][CH2:50][CH2:49]5)=[CH:26][CH:25]=4)[C:3]3=[O:20])[CH:10]=2)[CH2:37][CH2:38]1. The catalyst class is: 213.